Dataset: Experimentally validated miRNA-target interactions with 360,000+ pairs, plus equal number of negative samples. Task: Binary Classification. Given a miRNA mature sequence and a target amino acid sequence, predict their likelihood of interaction. (1) The miRNA is hsa-miR-1288-5p with sequence GCAGAUCAGGACUGUAACUCACC. The protein sequence of the target gene is MVLLAQGACCSNQWLAAVLLSLCSCLPAGQSVDFPWAAVDNMLVRKGDTAVLRCYLEDGASKGAWLNRSSIIFAGGDKWSVDPRVSISTLNKRDYSLQIQNVDVTDDGPYTCSVQTQHTPRTMQVHLTVQVPPKIYDISNDMTINEGTNVTLTCLATGKPEPVISWRHISPSAKPFENGQYLDIYGITRDQAGEYECSAENDVSFPDVKKVRVIVNFAPTIQEIKSGTVTPGRSGLIRCEGAGVPPPAFEWYKGEKRLFNGQQGIIIQNFSTRSILTVTNVTQEHFGNYTCVAANKLGTT.... Result: 0 (no interaction). (2) Result: 0 (no interaction). The miRNA is mmu-miR-10a-5p with sequence UACCCUGUAGAUCCGAAUUUGUG. The protein sequence of the target gene is MSRKKTPKSKGASTPAASTLPTANGARPARSGTALSGPDAPPNGPLQPGRPSLGGGVDFYDVAFKVMLVGDSGVGKTCLLVRFKDGAFLAGTFISTVGIDFRNKVLDVDGVKVKLQMWDTAGQERFRSVTHAYYRDAHALLLLYDVTNKASFDNIQAWLTEIHEYAQHDVALMLLGNKVDSAHERVVKREDGEKLAKEYGLPFMETSAKTGLNVDLAFTAIAKELKQRSMKAPSEPRFRLHDYVKREGRGASCCRP. (3) Result: 0 (no interaction). The protein sequence of the target gene is MNGTEGPNFYVPFSNATGVVRSPFEYPQYYLAEPWQFSMLAAYMFLLIVLGFPINFLTLYVTVQHKKLRTPLNYILLNLAVADLFMVLGGFTSTLYTSLHGYFVFGPTGCNLEGFFATLGGEIALWSLVVLAIERYVVVCKPMSNFRFGENHAIMGVAFTWVMALACAAPPLAGWSRYIPEGLQCSCGIDYYTLKPEVNNESFVIYMFVVHFTIPMIIIFFCYGQLVFTVKEAAAQQQESATTQKAEKEVTRMVIIMVIAFLICWVPYASVAFYIFTHQGSNFGPIFMTIPAFFAKSAAI.... The miRNA is cel-miR-73-3p with sequence UGGCAAGAUGUAGGCAGUUCAGU. (4) The miRNA is hsa-miR-6853-3p with sequence UGUUCAUUGGAACCCUGCGCAG. The protein sequence of the target gene is MAGGAGWSGAPAALLRSVRRLREVFEVCGRDPDGFLRVERVAALGLRFGQGEEVEKLVKYLDPNDLGRINFKDFCRGVFAMKGCEELLKDVLSVESAGTLPCAPEIPDCVEQGSEVTGPTFADGELIPREPGFFPEDEEEAMTLAPPEGPQELYTDSPMESTQSLEGSVGSPAEKDGGLGGLFLPEDKSLVHTPSMTTSDLSTHSTTSLISNEEQFEDYGEGDDVDCAPSSPCPDDETRTNVYSDLGSSVSSSAGQTPRKMRHVYNSELLDVYCSQCCKKINLLNDLEARLKNLKANSPN.... Result: 1 (interaction).